From a dataset of Catalyst prediction with 721,799 reactions and 888 catalyst types from USPTO. Predict which catalyst facilitates the given reaction. (1) The catalyst class is: 1. Reactant: [CH3:1][O:2][C:3](=[O:18])[C:4]1[CH:9]=[CH:8][C:7]([NH:10][C:11](=[O:13])[CH3:12])=[C:6]([CH2:14][CH:15]=[CH2:16])[C:5]=1[OH:17].B1C2CCCC1CCC2.[OH-:28].[Na+].OO. Product: [C:11]([NH:10][C:7]1[CH:8]=[CH:9][C:4]([C:3]([O:2][CH3:1])=[O:18])=[C:5]([OH:17])[C:6]=1[CH2:14][CH2:15][CH2:16][OH:28])(=[O:13])[CH3:12]. (2) Reactant: [F:1][C:2]1[CH:3]=[C:4]([CH:7]=[CH:8][CH:9]=1)[CH2:5]Br.[C:10]([O:18][CH2:19][CH3:20])(=[O:17])[CH2:11][C:12]([O:14][CH2:15][CH3:16])=[O:13].C(=O)([O-])[O-].[K+].[K+]. Product: [F:1][C:2]1[CH:3]=[C:4]([CH:7]=[CH:8][CH:9]=1)[CH2:5][CH:11]([C:12]([O:14][CH2:15][CH3:16])=[O:13])[C:10]([O:18][CH2:19][CH3:20])=[O:17]. The catalyst class is: 21. (3) Reactant: Cl.C(OC(=O)[NH:8][C:9]1([C:15](=[O:35])[NH:16][C@H:17]2[CH2:23][CH2:22][C@@H:21]([CH3:24])[N:20]([S:25]([C:28]3[CH:33]=[CH:32][CH:31]=[CH:30][N:29]=3)(=[O:27])=[O:26])[CH2:19][C@@H:18]2[OH:34])[CH2:14][CH2:13][CH2:12][CH2:11][CH2:10]1)(C)(C)C. Product: [OH:34][C@@H:18]1[C@@H:17]([NH:16][C:15]([C:9]2([NH2:8])[CH2:14][CH2:13][CH2:12][CH2:11][CH2:10]2)=[O:35])[CH2:23][CH2:22][C@@H:21]([CH3:24])[N:20]([S:25]([C:28]2[CH:33]=[CH:32][CH:31]=[CH:30][N:29]=2)(=[O:27])=[O:26])[CH2:19]1. The catalyst class is: 169. (4) Reactant: [F:1][CH:2]([F:18])[O:3][C:4]1[CH:5]=[C:6]([CH:14]([OH:17])[C:15]#[N:16])[CH:7]=[CH:8][C:9]=1[O:10][CH:11]([F:13])[F:12].[CH3:19][OH:20].[ClH:21]. Product: [ClH:21].[F:1][CH:2]([F:18])[O:3][C:4]1[CH:5]=[C:6]([CH:14]([OH:17])[C:15](=[NH:16])[O:20][CH3:19])[CH:7]=[CH:8][C:9]=1[O:10][CH:11]([F:12])[F:13]. The catalyst class is: 135. (5) Reactant: [C:1]([N:4]([CH3:20])[C:5]1[N:10]=[CH:9][C:8]([NH:11][C:12](=[O:19])OCC(Cl)(Cl)Cl)=[CH:7][CH:6]=1)(=[O:3])[CH3:2].[C:21]1([C:27]2[N:31]=[C:30]([N:32]3[CH2:37][CH2:36][NH:35][CH2:34][CH2:33]3)[S:29][N:28]=2)[CH:26]=[CH:25][CH:24]=[CH:23][CH:22]=1.C(N(C(C)C)CC)(C)C.CS(C)=O. Product: [C:1]([N:4]([CH3:20])[C:5]1[N:10]=[CH:9][C:8]([NH:11][C:12]([N:35]2[CH2:36][CH2:37][N:32]([C:30]3[S:29][N:28]=[C:27]([C:21]4[CH:26]=[CH:25][CH:24]=[CH:23][CH:22]=4)[N:31]=3)[CH2:33][CH2:34]2)=[O:19])=[CH:7][CH:6]=1)(=[O:3])[CH3:2]. The catalyst class is: 6.